This data is from Full USPTO retrosynthesis dataset with 1.9M reactions from patents (1976-2016). The task is: Predict the reactants needed to synthesize the given product. (1) Given the product [NH2:1][C:2]1[NH:7][C:6](=[O:8])[C:5]([C:10]([NH:12][CH2:13][CH:14]2[CH2:19][CH2:18][N:17]([CH:22]([C:23]([NH:36][CH3:34])=[O:24])[CH2:28][CH2:29][CH2:30][CH3:31])[CH2:16][CH2:15]2)=[O:11])=[CH:4][C:3]=1[Cl:20], predict the reactants needed to synthesize it. The reactants are: [NH2:1][C:2]1[N:7]=[C:6]([O:8]C)[C:5]([C:10]([NH:12][CH2:13][CH:14]2[CH2:19][CH2:18][NH:17][CH2:16][CH2:15]2)=[O:11])=[CH:4][C:3]=1[Cl:20].Br[CH:22]([CH2:28][CH2:29][CH2:30][CH3:31])[C:23](OCC)=[O:24].[I-].[Na+].[CH2:34]([N:36](CC)CC)C. (2) The reactants are: CC1C=CC(S(O[C:12]2[C:13]3[CH2:23][CH2:22][CH2:21][C:20]4[CH:24]=[CH:25][CH:26]=[CH:27][C:19]=4[C:14]=3[N:15]=[C:16]([NH2:18])[N:17]=2)(=O)=O)=CC=1.[NH:28]1[CH2:32][CH2:31][C@@H:30]([NH:33][C:34](=[O:40])[O:35][C:36]([CH3:39])([CH3:38])[CH3:37])[CH2:29]1.C(N(CC)CC)C. Given the product [C:36]([O:35][C:34]([NH:33][C@@H:30]1[CH2:31][CH2:32][N:28]([C:12]2[C:13]3[CH2:23][CH2:22][CH2:21][C:20]4[CH:24]=[CH:25][CH:26]=[CH:27][C:19]=4[C:14]=3[N:15]=[C:16]([NH2:18])[N:17]=2)[CH2:29]1)=[O:40])([CH3:39])([CH3:37])[CH3:38], predict the reactants needed to synthesize it.